This data is from Forward reaction prediction with 1.9M reactions from USPTO patents (1976-2016). The task is: Predict the product of the given reaction. Given the reactants COCC1N2C3C(C=CC2=CC=1)=CC=CC=3.C[Si](C)(C)[C:19]#[C:20]/[CH:21]=[CH:22]\[C:23]1[CH:32]=[CH:31][C:30]2[C:25](=[CH:26][CH:27]=[CH:28][CH:29]=2)[N:24]=1.[F-].[K+].[C:37]([OH:41])([CH3:40])([CH3:39])[CH3:38], predict the reaction product. The product is: [C:37]([O:41][CH2:19][C:20]1[N:24]2[C:25]3[C:30]([CH:31]=[CH:32][C:23]2=[CH:22][CH:21]=1)=[CH:29][CH:28]=[CH:27][CH:26]=3)([CH3:40])([CH3:39])[CH3:38].